This data is from Reaction yield outcomes from USPTO patents with 853,638 reactions. The task is: Predict the reaction yield, written as a fraction of the theoretical maximum amount of product (1.0 means a 100% yield; for example, 0.34 means a 34% yield). (1) The reactants are [N+:1]([C:4]1[CH:5]=[N:6][S:7][C:8]=1[N:9]1[CH2:14][CH2:13][CH2:12][C@H:11]([NH:15][C:16](=[O:22])[O:17][C:18]([CH3:21])([CH3:20])[CH3:19])[CH2:10]1)([O-])=O.[In].[NH4+].[Cl-].N#N. The catalyst is CCO. The product is [NH2:1][C:4]1[CH:5]=[N:6][S:7][C:8]=1[N:9]1[CH2:14][CH2:13][CH2:12][C@H:11]([NH:15][C:16](=[O:22])[O:17][C:18]([CH3:20])([CH3:19])[CH3:21])[CH2:10]1. The yield is 0.880. (2) The reactants are [Cl:1][C:2]1[CH:11]=[C:10]2[C:5]([C:6]([C:28]3[CH:33]=[CH:32][CH:31]=[C:30](/[CH:34]=[CH:35]/[C:36]#[N:37])[CH:29]=3)=[C:7]([CH2:13][C:14]([NH:16][C:17]3[CH:22]=[CH:21][C:20]([F:23])=[CH:19][C:18]=3[C:24]([F:27])([F:26])[F:25])=[O:15])[C:8](=[O:12])[O:9]2)=[CH:4][C:3]=1[CH3:38].Cl.C(N(CC)CC)C.[N-:47]=[N+:48]=[N-:49].[Na+].Cl. The catalyst is C1(C)C=CC=CC=1.O. The product is [Cl:1][C:2]1[CH:11]=[C:10]2[C:5]([C:6]([C:28]3[CH:33]=[CH:32][CH:31]=[C:30](/[CH:34]=[CH:35]/[C:36]4[NH:49][N:48]=[N:47][N:37]=4)[CH:29]=3)=[C:7]([CH2:13][C:14]([NH:16][C:17]3[CH:22]=[CH:21][C:20]([F:23])=[CH:19][C:18]=3[C:24]([F:25])([F:27])[F:26])=[O:15])[C:8](=[O:12])[O:9]2)=[CH:4][C:3]=1[CH3:38]. The yield is 0.620. (3) The reactants are [Br:1][C:2]1[CH:3]=[C:4](/[CH:9]=[CH:10]/[C:11]([NH:13][C:14]2([C:20]([NH:22][CH2:23][CH2:24][C:25]3[C:33]4[C:28](=[CH:29][CH:30]=[C:31]([F:34])[CH:32]=4)[NH:27][CH:26]=3)=[O:21])[CH2:19][CH2:18][NH:17][CH2:16][CH2:15]2)=[O:12])[CH:5]=[CH:6][C:7]=1[F:8].CCN(C(C)C)C(C)C.Cl[C:45]([O:47][CH3:48])=[O:46]. The catalyst is C(Cl)Cl. The product is [Br:1][C:2]1[CH:3]=[C:4](/[CH:9]=[CH:10]/[C:11]([NH:13][C:14]2([C:20](=[O:21])[NH:22][CH2:23][CH2:24][C:25]3[C:33]4[C:28](=[CH:29][CH:30]=[C:31]([F:34])[CH:32]=4)[NH:27][CH:26]=3)[CH2:19][CH2:18][N:17]([C:45]([O:47][CH3:48])=[O:46])[CH2:16][CH2:15]2)=[O:12])[CH:5]=[CH:6][C:7]=1[F:8]. The yield is 0.540. (4) The reactants are [CH:1]([O:4][CH2:5][C:6]#[N:7])([CH3:3])[CH3:2].[CH3:8][C:9]1[CH:14]=[C:13]([CH3:15])[CH:12]=[CH:11][C:10]=1[Mg]Br.CO.[BH4-].[Na+]. The catalyst is C1COCC1.O. The product is [CH3:8][C:9]1[CH:14]=[C:13]([CH3:15])[CH:12]=[CH:11][C:10]=1[CH:6]([NH2:7])[CH2:5][O:4][CH:1]([CH3:3])[CH3:2]. The yield is 0.260.